Dataset: Full USPTO retrosynthesis dataset with 1.9M reactions from patents (1976-2016). Task: Predict the reactants needed to synthesize the given product. (1) Given the product [Cl:1][C:2]1[CH:7]=[CH:6][C:5]([F:8])=[CH:4][C:3]=1[C:9]1[O:10][C:11]2[C:16]([C:17](=[O:19])[CH:18]=1)=[C:15]([OH:20])[CH:14]=[C:13]([OH:22])[C:12]=2[C@@H:24]1[CH2:28][CH2:27][N:26]([CH3:29])[C@H:25]1[CH2:30][OH:31], predict the reactants needed to synthesize it. The reactants are: [Cl:1][C:2]1[CH:7]=[CH:6][C:5]([F:8])=[CH:4][C:3]=1[C:9]1[O:10][C:11]2[C:16]([C:17](=[O:19])[CH:18]=1)=[C:15]([O:20]C)[CH:14]=[C:13]([O:22]C)[C:12]=2[C@@H:24]1[CH2:28][CH2:27][N:26]([CH3:29])[C@H:25]1[CH2:30][OH:31].Cl.N1C=CC=CC=1. (2) Given the product [Br:1][C:2]1[CH:3]=[CH:4][C:5]2[O:11][CH2:10][CH2:9][N:8]([CH3:12])[CH2:7][C:6]=2[CH:19]=1, predict the reactants needed to synthesize it. The reactants are: [Br:1][C:2]1[CH:3]=[CH:4][C:5]2[O:11][CH2:10][CH2:9][N:8]([C:12](OC(C)(C)C)=O)[CH2:7][C:6]=2[CH:19]=1.C(O)(C(F)(F)F)=O.C=O.[BH-](OC(C)=O)(OC(C)=O)OC(C)=O.[Na+]. (3) Given the product [CH2:65]([S:66]([NH:69][C:17]([C:14]1([NH:20][C:21]([O:23][C:24]([CH3:26])([CH3:27])[CH3:25])=[O:22])[CH2:15][CH2:16][N:11]([C:9]([O:8][CH2:1][C:2]2[CH:3]=[CH:4][CH:5]=[CH:6][CH:7]=2)=[O:10])[CH2:12][CH2:13]1)=[O:18])(=[O:68])=[O:67])[C:59]1[CH:64]=[CH:63][CH:62]=[CH:61][CH:60]=1, predict the reactants needed to synthesize it. The reactants are: [CH2:1]([O:8][C:9]([N:11]1[CH2:16][CH2:15][C:14]([NH:20][C:21]([O:23][C:24]([CH3:27])([CH3:26])[CH3:25])=[O:22])([C:17](O)=[O:18])[CH2:13][CH2:12]1)=[O:10])[C:2]1[CH:7]=[CH:6][CH:5]=[CH:4][CH:3]=1.CN(C(ON1N=NC2C=CC=CC1=2)=[N+](C)C)C.[B-](F)(F)(F)F.CCN(C(C)C)C(C)C.[C:59]1([CH2:65][S:66]([NH2:69])(=[O:68])=[O:67])[CH:64]=[CH:63][CH:62]=[CH:61][CH:60]=1.C([O-])(O)=O.[Na+].